From a dataset of Peptide-MHC class II binding affinity with 134,281 pairs from IEDB. Regression. Given a peptide amino acid sequence and an MHC pseudo amino acid sequence, predict their binding affinity value. This is MHC class II binding data. (1) The peptide sequence is SIVYEAADAILHTPGCVPCV. The MHC is DRB1_1101 with pseudo-sequence DRB1_1101. The binding affinity (normalized) is 0.111. (2) The peptide sequence is AAAAPAAVGAAVGGT. The MHC is DRB3_0202 with pseudo-sequence DRB3_0202. The binding affinity (normalized) is 0. (3) The binding affinity (normalized) is 0.0868. The peptide sequence is FTVQKGSDPKK. The MHC is DRB1_1101 with pseudo-sequence DRB1_1101.